Dataset: Forward reaction prediction with 1.9M reactions from USPTO patents (1976-2016). Task: Predict the product of the given reaction. (1) Given the reactants C(OC([N:8]1[C:16]2[C:11](=[CH:12][CH:13]=[CH:14][CH:15]=2)[C:10]([CH2:17][CH:18]2[C:27]3[N:23]([C:24]([C:28]4[CH:33]=[CH:32][CH:31]=[CH:30][CH:29]=4)=[N:25][N:26]=3)[C:22]3[CH:34]=[CH:35][CH:36]=[CH:37][C:21]=3[N:20]([CH2:38][C:39](=[O:50])[N:40]([CH:47]([CH3:49])[CH3:48])[C:41]3[CH:46]=[CH:45][CH:44]=[CH:43][CH:42]=3)[C:19]2=[O:51])=[N:9]1)=O)(C)(C)C.Cl, predict the reaction product. The product is: [NH:8]1[C:16]2[C:11](=[CH:12][CH:13]=[CH:14][CH:15]=2)[C:10]([CH2:17][CH:18]2[C:27]3[N:23]([C:24]([C:28]4[CH:33]=[CH:32][CH:31]=[CH:30][CH:29]=4)=[N:25][N:26]=3)[C:22]3[CH:34]=[CH:35][CH:36]=[CH:37][C:21]=3[N:20]([CH2:38][C:39]([N:40]([CH:47]([CH3:48])[CH3:49])[C:41]3[CH:46]=[CH:45][CH:44]=[CH:43][CH:42]=3)=[O:50])[C:19]2=[O:51])=[N:9]1. (2) Given the reactants [Al+3].[Cl-].[Cl-].[Cl-].[C:5]1([OH:11])[CH:10]=[CH:9][CH:8]=[CH:7][CH:6]=1.ClCCl.Cl[C:16]([CH3:24])([CH2:18][CH2:19][C:20](Cl)([CH3:22])[CH3:21])[CH3:17], predict the reaction product. The product is: [OH:11][C:5]1[CH:10]=[CH:9][C:8]2[C:20]([CH3:22])([CH3:21])[CH2:19][CH2:18][C:16]([CH3:24])([CH3:17])[C:7]=2[CH:6]=1. (3) Given the reactants [BH4-].[Na+].[CH2:3]([O:5][C:6]([CH2:8][N:9]1[C:13](/[CH:14]=[C:15]2\[CH2:16][N:17]([C:22]([C:35]3[CH:40]=[CH:39][CH:38]=[CH:37][CH:36]=3)([C:29]3[CH:34]=[CH:33][CH:32]=[CH:31][CH:30]=3)[C:23]3[CH:28]=[CH:27][CH:26]=[CH:25][CH:24]=3)[CH2:18][CH2:19][C:20]\2=[O:21])=[CH:12][N:11]=[CH:10]1)=[O:7])[CH3:4].ClCCl, predict the reaction product. The product is: [CH2:3]([O:5][C:6]([CH2:8][N:9]1[C:13](/[CH:14]=[C:15]2\[CH2:16][N:17]([C:22]([C:35]3[CH:40]=[CH:39][CH:38]=[CH:37][CH:36]=3)([C:29]3[CH:34]=[CH:33][CH:32]=[CH:31][CH:30]=3)[C:23]3[CH:24]=[CH:25][CH:26]=[CH:27][CH:28]=3)[CH2:18][CH2:19][CH:20]\2[OH:21])=[CH:12][N:11]=[CH:10]1)=[O:7])[CH3:4]. (4) Given the reactants [CH3:1][O:2][C:3](=[O:35])[C:4]1[CH:9]=[CH:8][CH:7]=[C:6]([CH2:10][N:11]2[C:16](=[O:17])[CH:15]=[CH:14][C:13]([C:18]3[CH:23]=[CH:22][CH:21]=[C:20]([CH2:24][CH2:25][N:26]4[C:30]([N+:31]([O-])=O)=[CH:29][C:28]([CH3:34])=[N:27]4)[CH:19]=3)=[N:12]2)[CH:5]=1.Cl[Sn]Cl, predict the reaction product. The product is: [CH3:1][O:2][C:3](=[O:35])[C:4]1[CH:9]=[CH:8][CH:7]=[C:6]([CH2:10][N:11]2[C:16](=[O:17])[CH:15]=[CH:14][C:13]([C:18]3[CH:23]=[CH:22][CH:21]=[C:20]([CH2:24][CH2:25][N:26]4[C:30]([NH2:31])=[CH:29][C:28]([CH3:34])=[N:27]4)[CH:19]=3)=[N:12]2)[CH:5]=1.